From a dataset of NCI-60 drug combinations with 297,098 pairs across 59 cell lines. Regression. Given two drug SMILES strings and cell line genomic features, predict the synergy score measuring deviation from expected non-interaction effect. (1) Drug 1: CC1OCC2C(O1)C(C(C(O2)OC3C4COC(=O)C4C(C5=CC6=C(C=C35)OCO6)C7=CC(=C(C(=C7)OC)O)OC)O)O. Drug 2: C1CCC(CC1)NC(=O)N(CCCl)N=O. Cell line: DU-145. Synergy scores: CSS=34.0, Synergy_ZIP=3.68, Synergy_Bliss=5.65, Synergy_Loewe=-0.474, Synergy_HSA=6.05. (2) Drug 1: C1=CC(=CC=C1CCC2=CNC3=C2C(=O)NC(=N3)N)C(=O)NC(CCC(=O)O)C(=O)O. Drug 2: CC1=C2C(C(=O)C3(C(CC4C(C3C(C(C2(C)C)(CC1OC(=O)C(C(C5=CC=CC=C5)NC(=O)C6=CC=CC=C6)O)O)OC(=O)C7=CC=CC=C7)(CO4)OC(=O)C)O)C)OC(=O)C. Cell line: COLO 205. Synergy scores: CSS=51.6, Synergy_ZIP=0.779, Synergy_Bliss=1.38, Synergy_Loewe=-3.55, Synergy_HSA=3.13. (3) Drug 1: C1CCC(CC1)NC(=O)N(CCCl)N=O. Drug 2: CN(C)C1=NC(=NC(=N1)N(C)C)N(C)C. Cell line: HS 578T. Synergy scores: CSS=14.9, Synergy_ZIP=12.2, Synergy_Bliss=15.1, Synergy_Loewe=-6.08, Synergy_HSA=8.64.